From a dataset of NCI-60 drug combinations with 297,098 pairs across 59 cell lines. Regression. Given two drug SMILES strings and cell line genomic features, predict the synergy score measuring deviation from expected non-interaction effect. (1) Synergy scores: CSS=52.8, Synergy_ZIP=2.39, Synergy_Bliss=3.78, Synergy_Loewe=-61.8, Synergy_HSA=1.33. Cell line: K-562. Drug 1: CC1C(C(=O)NC(C(=O)N2CCCC2C(=O)N(CC(=O)N(C(C(=O)O1)C(C)C)C)C)C(C)C)NC(=O)C3=C4C(=C(C=C3)C)OC5=C(C(=O)C(=C(C5=N4)C(=O)NC6C(OC(=O)C(N(C(=O)CN(C(=O)C7CCCN7C(=O)C(NC6=O)C(C)C)C)C)C(C)C)C)N)C. Drug 2: C1=CC=C(C(=C1)C(C2=CC=C(C=C2)Cl)C(Cl)Cl)Cl. (2) Drug 1: CN1CCC(CC1)COC2=C(C=C3C(=C2)N=CN=C3NC4=C(C=C(C=C4)Br)F)OC. Drug 2: C1=CC(=CC=C1C#N)C(C2=CC=C(C=C2)C#N)N3C=NC=N3. Cell line: CCRF-CEM. Synergy scores: CSS=1.66, Synergy_ZIP=-0.454, Synergy_Bliss=-3.00, Synergy_Loewe=-5.30, Synergy_HSA=-4.25. (3) Drug 1: C1CC(=O)NC(=O)C1N2CC3=C(C2=O)C=CC=C3N. Drug 2: CC1=C2C(C(=O)C3(C(CC4C(C3C(C(C2(C)C)(CC1OC(=O)C(C(C5=CC=CC=C5)NC(=O)OC(C)(C)C)O)O)OC(=O)C6=CC=CC=C6)(CO4)OC(=O)C)O)C)O. Cell line: SK-MEL-28. Synergy scores: CSS=25.0, Synergy_ZIP=2.07, Synergy_Bliss=4.31, Synergy_Loewe=-25.0, Synergy_HSA=4.23. (4) Drug 1: COC1=CC(=CC(=C1O)OC)C2C3C(COC3=O)C(C4=CC5=C(C=C24)OCO5)OC6C(C(C7C(O6)COC(O7)C8=CC=CS8)O)O. Drug 2: CCC1(CC2CC(C3=C(CCN(C2)C1)C4=CC=CC=C4N3)(C5=C(C=C6C(=C5)C78CCN9C7C(C=CC9)(C(C(C8N6C=O)(C(=O)OC)O)OC(=O)C)CC)OC)C(=O)OC)O.OS(=O)(=O)O. Cell line: U251. Synergy scores: CSS=52.8, Synergy_ZIP=9.96, Synergy_Bliss=9.72, Synergy_Loewe=7.06, Synergy_HSA=12.0. (5) Drug 1: CC1C(C(=O)NC(C(=O)N2CCCC2C(=O)N(CC(=O)N(C(C(=O)O1)C(C)C)C)C)C(C)C)NC(=O)C3=C4C(=C(C=C3)C)OC5=C(C(=O)C(=C(C5=N4)C(=O)NC6C(OC(=O)C(N(C(=O)CN(C(=O)C7CCCN7C(=O)C(NC6=O)C(C)C)C)C)C(C)C)C)N)C. Drug 2: CC12CCC3C(C1CCC2O)C(CC4=C3C=CC(=C4)O)CCCCCCCCCS(=O)CCCC(C(F)(F)F)(F)F. Cell line: SF-268. Synergy scores: CSS=34.1, Synergy_ZIP=14.4, Synergy_Bliss=18.1, Synergy_Loewe=5.87, Synergy_HSA=14.0. (6) Drug 1: CCC1=CC2CC(C3=C(CN(C2)C1)C4=CC=CC=C4N3)(C5=C(C=C6C(=C5)C78CCN9C7C(C=CC9)(C(C(C8N6C)(C(=O)OC)O)OC(=O)C)CC)OC)C(=O)OC.C(C(C(=O)O)O)(C(=O)O)O. Drug 2: CCC1(CC2CC(C3=C(CCN(C2)C1)C4=CC=CC=C4N3)(C5=C(C=C6C(=C5)C78CCN9C7C(C=CC9)(C(C(C8N6C=O)(C(=O)OC)O)OC(=O)C)CC)OC)C(=O)OC)O.OS(=O)(=O)O. Cell line: HOP-62. Synergy scores: CSS=35.2, Synergy_ZIP=-4.85, Synergy_Bliss=2.56, Synergy_Loewe=2.46, Synergy_HSA=2.84. (7) Drug 1: CCCCCOC(=O)NC1=NC(=O)N(C=C1F)C2C(C(C(O2)C)O)O. Drug 2: CC1CCC2CC(C(=CC=CC=CC(CC(C(=O)C(C(C(=CC(C(=O)CC(OC(=O)C3CCCCN3C(=O)C(=O)C1(O2)O)C(C)CC4CCC(C(C4)OC)OCCO)C)C)O)OC)C)C)C)OC. Cell line: SN12C. Synergy scores: CSS=-8.73, Synergy_ZIP=5.95, Synergy_Bliss=5.81, Synergy_Loewe=-2.77, Synergy_HSA=-2.50. (8) Drug 1: CC(CN1CC(=O)NC(=O)C1)N2CC(=O)NC(=O)C2. Drug 2: CS(=O)(=O)OCCCCOS(=O)(=O)C. Cell line: CCRF-CEM. Synergy scores: CSS=70.9, Synergy_ZIP=4.41, Synergy_Bliss=5.88, Synergy_Loewe=-5.50, Synergy_HSA=8.23. (9) Drug 2: CCC1(CC2CC(C3=C(CCN(C2)C1)C4=CC=CC=C4N3)(C5=C(C=C6C(=C5)C78CCN9C7C(C=CC9)(C(C(C8N6C=O)(C(=O)OC)O)OC(=O)C)CC)OC)C(=O)OC)O.OS(=O)(=O)O. Cell line: SNB-75. Synergy scores: CSS=7.17, Synergy_ZIP=-1.41, Synergy_Bliss=2.91, Synergy_Loewe=2.68, Synergy_HSA=2.75. Drug 1: CNC(=O)C1=CC=CC=C1SC2=CC3=C(C=C2)C(=NN3)C=CC4=CC=CC=N4.